From a dataset of Peptide-MHC class I binding affinity with 185,985 pairs from IEDB/IMGT. Regression. Given a peptide amino acid sequence and an MHC pseudo amino acid sequence, predict their binding affinity value. This is MHC class I binding data. The peptide sequence is ELQGLLEDER. The MHC is H-2-Kd with pseudo-sequence H-2-Kd. The binding affinity (normalized) is 0.284.